This data is from Catalyst prediction with 721,799 reactions and 888 catalyst types from USPTO. The task is: Predict which catalyst facilitates the given reaction. (1) Reactant: Cl[C:2]1[C:11]2[C:6](=[CH:7][C:8]([O:14][CH3:15])=[C:9]([O:12][CH3:13])[CH:10]=2)[N:5]=[CH:4][N:3]=1.[OH:16][C:17]1[CH:30]=[CH:29][C:28]([CH3:31])=[CH:27][C:18]=1[C:19]([C:21]1[CH:26]=[CH:25][CH:24]=[CH:23][CH:22]=1)=[O:20]. Product: [CH3:13][O:12][C:9]1[CH:10]=[C:11]2[C:6](=[CH:7][C:8]=1[O:14][CH3:15])[N:5]=[CH:4][N:3]=[C:2]2[O:16][C:17]1[CH:30]=[CH:29][C:28]([CH3:31])=[CH:27][C:18]=1[C:19]([C:21]1[CH:22]=[CH:23][CH:24]=[CH:25][CH:26]=1)=[O:20]. The catalyst class is: 420. (2) Reactant: Br[C:2]1[CH:6]=[CH:5][N:4]([CH3:7])[N:3]=1.[O:8]1[CH2:11][CH:10]([N:12]2[C:20]3[CH2:19][CH2:18][N:17]([C:21](=[O:23])[CH3:22])[CH2:16][C:15]=3[C:14]([N:24]3[C:33]4[C:28](=[CH:29][C:30](B5OC(C)(C)C(C)(C)O5)=[CH:31][CH:32]=4)[CH2:27][CH2:26][CH2:25]3)=[N:13]2)[CH2:9]1.C([O-])([O-])=O.[Na+].[Na+].ClCCl. Product: [CH3:7][N:4]1[CH:5]=[CH:6][C:2]([C:30]2[CH:29]=[C:28]3[C:33](=[CH:32][CH:31]=2)[N:24]([C:14]2[C:15]4[CH2:16][N:17]([C:21](=[O:23])[CH3:22])[CH2:18][CH2:19][C:20]=4[N:12]([CH:10]4[CH2:9][O:8][CH2:11]4)[N:13]=2)[CH2:25][CH2:26][CH2:27]3)=[N:3]1. The catalyst class is: 117. (3) Reactant: [N+:1]([C:4]1[CH:5]=[C:6]([OH:14])[CH:7]=[C:8]([C:10]([F:13])([F:12])[F:11])[CH:9]=1)([O-:3])=[O:2].[CH2:15](Br)[C:16]1[CH:21]=[CH:20][CH:19]=[CH:18][CH:17]=1.C(=O)([O-])[O-].[K+].[K+].CN(C)C=O. Product: [CH2:15]([O:14][C:6]1[CH:7]=[C:8]([C:10]([F:11])([F:12])[F:13])[CH:9]=[C:4]([N+:1]([O-:3])=[O:2])[CH:5]=1)[C:16]1[CH:21]=[CH:20][CH:19]=[CH:18][CH:17]=1. The catalyst class is: 13. (4) Reactant: [H-].[Na+].C(OC([NH:10][C@H:11]([C:27]([OH:29])=[O:28])[CH2:12][C:13]1[CH:18]=[CH:17][C:16]([O:19][CH2:20][C:21]2[CH:26]=[CH:25][CH:24]=[CH:23][CH:22]=2)=[CH:15][CH:14]=1)=O)(C)(C)C.CI.Cl.CCOCC. Product: [C:21]1([CH2:20][O:19][C:16]2[CH:15]=[CH:14][C:13]([CH2:12][C@@H:11]([C:27]([OH:29])=[O:28])[NH2:10])=[CH:18][CH:17]=2)[CH:22]=[CH:23][CH:24]=[CH:25][CH:26]=1. The catalyst class is: 36. (5) Reactant: Br[C:2]1[CH:3]=[C:4]([F:10])[C:5]([C:8]#[N:9])=[N:6][CH:7]=1.[Br-].[CH:12]1([Zn+])[CH2:14][CH2:13]1. Product: [CH:12]1([C:2]2[CH:3]=[C:4]([F:10])[C:5]([C:8]#[N:9])=[N:6][CH:7]=2)[CH2:14][CH2:13]1. The catalyst class is: 176. (6) Reactant: [CH3:1][O:2][CH2:3][CH:4]([N:6]1[CH2:14][C:13]2[C:8](=[CH:9][CH:10]=[CH:11][C:12]=2[N+:15]([O-])=O)[C:7]1=[O:18])[CH3:5].[H][H]. Product: [NH2:15][C:12]1[CH:11]=[CH:10][CH:9]=[C:8]2[C:13]=1[CH2:14][N:6]([CH:4]([CH3:5])[CH2:3][O:2][CH3:1])[C:7]2=[O:18]. The catalyst class is: 19. (7) Reactant: [N:1]1([C:7]2[CH:12]=[CH:11][C:10]([CH2:13][N:14]3[CH2:19][CH2:18][N:17](C(OC(C)(C)C)=O)[CH2:16][CH2:15]3)=[C:9]([O:27][C:28]([F:31])([F:30])[F:29])[CH:8]=2)[CH2:6][CH2:5][O:4][CH2:3][CH2:2]1.FC(F)(F)C(O)=O. Product: [N:14]1([CH2:13][C:10]2[CH:11]=[CH:12][C:7]([N:1]3[CH2:2][CH2:3][O:4][CH2:5][CH2:6]3)=[CH:8][C:9]=2[O:27][C:28]([F:30])([F:31])[F:29])[CH2:19][CH2:18][NH:17][CH2:16][CH2:15]1. The catalyst class is: 4. (8) Reactant: [Br:1][C:2]1[CH:7]=[CH:6][C:5]([NH:8][C:9]2[N:13]([CH3:14])[C:12]3[CH:15]=[CH:16][C:17]([O:19][C:20]4([C:26](O)=O)[CH:25]=[CH:24][CH:23]=[CH:22][NH:21]4)=[CH:18][C:11]=3[N:10]=2)=[CH:4][C:3]=1[CH3:29].[N:30]1([CH2:35][CH2:36][NH2:37])[CH2:34][CH2:33]C[CH2:31]1.CN([C:41]([O:45]N1N=NC2C=CC=CC1=2)=[N+](C)C)C.F[P-](F)(F)(F)(F)F.C(N(CC)C(C)C)(C)C. Product: [Br:1][C:2]1[CH:7]=[CH:6][C:5]([NH:8][C:9]2[N:13]([CH3:14])[C:12]3[CH:15]=[CH:16][C:17]([O:19][C:20]4([CH:26]5[CH2:31][N:30]([CH2:35][CH2:36][NH:37][CH:41]=[O:45])[CH2:34][CH2:33]5)[CH:25]=[CH:24][CH:23]=[CH:22][NH:21]4)=[CH:18][C:11]=3[N:10]=2)=[CH:4][C:3]=1[CH3:29]. The catalyst class is: 7.